This data is from Full USPTO retrosynthesis dataset with 1.9M reactions from patents (1976-2016). The task is: Predict the reactants needed to synthesize the given product. (1) Given the product [Cl:1][CH:15]=[C:14]([C:16]1[N:17]=[CH:18][CH:19]=[CH:20][N:21]=1)[O:13][Si:12]([CH:9]([CH3:10])[CH3:11])([CH:22]([CH3:24])[CH3:23])[CH:25]([CH3:27])[CH3:26], predict the reactants needed to synthesize it. The reactants are: [Cl:1]N1C(=O)CCC1=O.[CH:9]([Si:12]([CH:25]([CH3:27])[CH3:26])([CH:22]([CH3:24])[CH3:23])[O:13][C:14]([C:16]1[N:21]=[CH:20][CH:19]=[CH:18][N:17]=1)=[CH2:15])([CH3:11])[CH3:10].CCOCC.[O-]S([O-])(=O)=O.[Mg+2]. (2) Given the product [F:34][C:35]([F:48])([F:47])[S:36]([O:26][C:13]1[C:14]([CH3:24])([CH3:25])[C@H:15]2[C@:10]([CH3:27])([CH2:11][CH:12]=1)[C@@H:9]1[C@:18]([CH3:23])([C@@:19]3([CH3:22])[C@H:6]([CH2:7][CH2:8]1)[C@H:5]1[C@H:28]([C:31]([CH3:33])=[CH2:32])[CH2:29][CH2:30][C@:4]1([NH:1][CH2:2][CH2:3][Cl:59])[CH2:21][CH2:20]3)[CH2:17][CH2:16]2)(=[O:38])=[O:37], predict the reactants needed to synthesize it. The reactants are: [N:1]1([C@:4]23[CH2:30][CH2:29][C@@H:28]([C:31]([CH3:33])=[CH2:32])[C@@H:5]2[C@@H:6]2[C@@:19]([CH3:22])([CH2:20][CH2:21]3)[C@@:18]3([CH3:23])[C@@H:9]([C@:10]4([CH3:27])[C@@H:15]([CH2:16][CH2:17]3)[C:14]([CH3:25])([CH3:24])[C:13](=[O:26])[CH2:12][CH2:11]4)[CH2:8][CH2:7]2)[CH2:3][CH2:2]1.[F:34][C:35]([F:48])([F:47])[S:36](O[S:36]([C:35]([F:48])([F:47])[F:34])(=[O:38])=[O:37])(=[O:38])=[O:37].C[Si]([N-][Si](C)(C)C)(C)C.[K+].[ClH:59].[Cl-].[NH4+].